Dataset: Forward reaction prediction with 1.9M reactions from USPTO patents (1976-2016). Task: Predict the product of the given reaction. (1) The product is: [Cl:1][C:2]1[CH:7]=[C:6]([OH:8])[C:5]([Cl:9])=[CH:4][C:3]=1[CH2:10][CH2:11][C:12]([O:14][C:15]([CH3:18])([CH3:17])[CH3:16])=[O:13]. Given the reactants [Cl:1][C:2]1[CH:7]=[C:6]([OH:8])[C:5]([Cl:9])=[CH:4][C:3]=1[CH:10]=[CH:11][C:12]([O:14][C:15]([CH3:18])([CH3:17])[CH3:16])=[O:13], predict the reaction product. (2) The product is: [CH3:1][C:2]1[C:3]([CH:9]=[O:10])=[N:4][CH:5]=[C:6]([CH3:8])[CH:7]=1. Given the reactants [CH3:1][C:2]1[C:3]([CH2:9][OH:10])=[N:4][CH:5]=[C:6]([CH3:8])[CH:7]=1.CCOC(C)=O.CCCCCC, predict the reaction product.